From a dataset of Full USPTO retrosynthesis dataset with 1.9M reactions from patents (1976-2016). Predict the reactants needed to synthesize the given product. (1) Given the product [CH3:13][C@@:11]1([CH2:14][N:15]2[CH2:16][CH2:17][CH:18]([C:21]([O:23][CH2:24][CH3:25])=[O:22])[CH2:19][CH2:20]2)[O:12][C:2]2=[N:6][C:5]([N+:7]([O-:9])=[O:8])=[CH:4][N:3]2[CH2:10]1, predict the reactants needed to synthesize it. The reactants are: Cl[C:2]1[NH:3][CH:4]=[C:5]([N+:7]([O-:9])=[O:8])[N:6]=1.[CH3:10][C@:11]1([CH2:14][N:15]2[CH2:20][CH2:19][CH:18]([C:21]([O:23][CH2:24][CH3:25])=[O:22])[CH2:17][CH2:16]2)[CH2:13][O:12]1.C(=O)([O-])O.[Na+]. (2) Given the product [F:13][C:14]1([F:20])[CH2:19][CH2:18][N:17]([C:2]2[CH:3]=[C:4]([CH:9]=[CH:10][CH:11]=2)[C:5]([O:7][CH3:8])=[O:6])[CH2:16][CH2:15]1, predict the reactants needed to synthesize it. The reactants are: Br[C:2]1[CH:3]=[C:4]([CH:9]=[CH:10][CH:11]=1)[C:5]([O:7][CH3:8])=[O:6].Cl.[F:13][C:14]1([F:20])[CH2:19][CH2:18][NH:17][CH2:16][CH2:15]1.C1(P(C2C=CC=CC=2)C2C3OC4C(=CC=CC=4P(C4C=CC=CC=4)C4C=CC=CC=4)C(C)(C)C=3C=CC=2)C=CC=CC=1.C(=O)([O-])[O-].[Cs+].[Cs+]. (3) Given the product [F:40][C:22]1[CH:21]=[N:20][C:7]2[N:8]([CH2:12][O:13][CH2:14][CH2:15][Si:16]([CH3:18])([CH3:19])[CH3:17])[C:9]3[CH:10]=[N:11][C:3]([C:1]#[N:2])=[CH:4][C:5]=3[C:6]=2[C:23]=1[N:24]1[CH2:28][CH2:27][C@H:26]([N:29]([CH2:37][CH3:38])[C:30](=[O:36])[O:31][C:32]([CH3:33])([CH3:34])[CH3:35])[CH2:25]1, predict the reactants needed to synthesize it. The reactants are: [C:1]([C:3]1[N:11]=[CH:10][C:9]2[N:8]([CH2:12][O:13][CH2:14][CH2:15][Si:16]([CH3:19])([CH3:18])[CH3:17])[C:7]3[N:20]=[CH:21][CH:22]=[C:23]([N:24]4[CH2:28][CH2:27][C@H:26]([N:29]([CH2:37][CH3:38])[C:30](=[O:36])[O:31][C:32]([CH3:35])([CH3:34])[CH3:33])[CH2:25]4)[C:6]=3[C:5]=2[CH:4]=1)#[N:2].[B-](F)(F)(F)[F:40].[B-](F)(F)(F)F.C1[N+]2(CCl)CC[N+](F)(CC2)C1. (4) Given the product [CH3:21][C:19]1[CH:18]=[CH:17][C:15]2=[N:16][N:12]([CH2:8][CH2:9][C:10]#[C:11][C:2]3[CH:7]=[CH:6][CH:5]=[CH:4][N:3]=3)[N:13]=[C:14]2[CH:20]=1, predict the reactants needed to synthesize it. The reactants are: Br[C:2]1[CH:7]=[CH:6][CH:5]=[CH:4][N:3]=1.[CH2:8]([N:12]1[N:16]=[C:15]2[CH:17]=[CH:18][C:19]([CH3:21])=[CH:20][C:14]2=[N:13]1)[CH2:9][C:10]#[CH:11]. (5) Given the product [C:4]([O-:8])(=[O:3])[CH3:5].[NH4+:7].[OH:11][C:9]1[CH:10]=[C:5]([CH:6]=[CH:13][CH:12]=1)[CH:4]=[O:8], predict the reactants needed to synthesize it. The reactants are: C([O:3][C:4](=[O:8])[CH2:5][C:6]#[N:7])C.[C:9]([C:12]1C=CN=C[CH:13]=1)(=[O:11])[CH3:10].